Dataset: Full USPTO retrosynthesis dataset with 1.9M reactions from patents (1976-2016). Task: Predict the reactants needed to synthesize the given product. (1) Given the product [Cl:36][C:30]1[CH:29]=[C:28]([C:25]2[CH:26]=[CH:27][N:23]([CH2:22][C@@H:21]([NH:20][C:9]([C:7]3[N:8]=[C:4]([C:1]([NH2:2])=[O:3])[N:5]([CH2:12][O:13][CH2:14][CH2:15][Si:16]([CH3:19])([CH3:18])[CH3:17])[CH:6]=3)=[O:11])[CH3:37])[N:24]=2)[CH:35]=[CH:34][C:31]=1[C:32]#[N:33], predict the reactants needed to synthesize it. The reactants are: [C:1]([C:4]1[N:5]([CH2:12][O:13][CH2:14][CH2:15][Si:16]([CH3:19])([CH3:18])[CH3:17])[CH:6]=[C:7]([C:9]([OH:11])=O)[N:8]=1)(=[O:3])[NH2:2].[NH2:20][C@@H:21]([CH3:37])[CH2:22][N:23]1[CH:27]=[CH:26][C:25]([C:28]2[CH:35]=[CH:34][C:31]([C:32]#[N:33])=[C:30]([Cl:36])[CH:29]=2)=[N:24]1. (2) Given the product [CH3:1][C:2]1([CH3:4])[O:19][CH:18]([CH:16]2[O:17][C:11](=[O:10])[C:12]([OH:13])=[C:14]2[OH:15])[CH2:20][O:3]1, predict the reactants needed to synthesize it. The reactants are: [CH3:1][C:2]([CH3:4])=[O:3].S(=O)(=O)(O)O.[O:10]=[C:11]1[O:17][C@H:16]([C@H:18]([CH2:20]O)[OH:19])[C:14]([OH:15])=[C:12]1[OH:13]. (3) The reactants are: [CH3:1][C:2]1[NH:3][C:4](=[O:26])[C:5]([CH2:11][C:12]2[CH:17]=[CH:16][C:15]([C:18]3[C:19]([C:24]#[N:25])=[CH:20][CH:21]=[CH:22][CH:23]=3)=[CH:14][CH:13]=2)=[C:6]([CH2:8][CH2:9][CH3:10])[N:7]=1.[F:27][C:28]([F:40])([F:39])[O:29][C:30]1[CH:35]=[CH:34][C:33](B(O)O)=[CH:32][CH:31]=1.C(N(CC)CC)C.N1C=CC=CC=1. Given the product [CH3:1][C:2]1[N:3]([C:33]2[CH:32]=[CH:31][C:30]([O:29][C:28]([F:27])([F:39])[F:40])=[CH:35][CH:34]=2)[C:4](=[O:26])[C:5]([CH2:11][C:12]2[CH:17]=[CH:16][C:15]([C:18]3[C:19]([C:24]#[N:25])=[CH:20][CH:21]=[CH:22][CH:23]=3)=[CH:14][CH:13]=2)=[C:6]([CH2:8][CH2:9][CH3:10])[N:7]=1, predict the reactants needed to synthesize it. (4) Given the product [C:1]([C:3](=[CH:38][CH:35]1[CH2:37][CH2:36]1)[C:4]([N:6]1[CH2:9][CH:8]([CH2:10][NH:11][C:12]2[N:17]3[CH:18]=[CH:19][N:20]=[C:16]3[C:15]([C:21]([NH2:23])=[O:22])=[C:14]([NH:24][C:25]3[CH:26]=[C:27]([O:33][CH3:34])[CH:28]=[C:29]([O:31][CH3:32])[CH:30]=3)[N:13]=2)[CH2:7]1)=[O:5])#[N:2], predict the reactants needed to synthesize it. The reactants are: [C:1]([CH2:3][C:4]([N:6]1[CH2:9][CH:8]([CH2:10][NH:11][C:12]2[N:17]3[CH:18]=[CH:19][N:20]=[C:16]3[C:15]([C:21]([NH2:23])=[O:22])=[C:14]([NH:24][C:25]3[CH:30]=[C:29]([O:31][CH3:32])[CH:28]=[C:27]([O:33][CH3:34])[CH:26]=3)[N:13]=2)[CH2:7]1)=[O:5])#[N:2].[CH:35]1([CH:38]=O)[CH2:37][CH2:36]1.N1CCCCC1.